Dataset: Peptide-MHC class II binding affinity with 134,281 pairs from IEDB. Task: Regression. Given a peptide amino acid sequence and an MHC pseudo amino acid sequence, predict their binding affinity value. This is MHC class II binding data. (1) The peptide sequence is ANGKLHDKKSMGDDH. The MHC is HLA-DQA10201-DQB10202 with pseudo-sequence HLA-DQA10201-DQB10202. The binding affinity (normalized) is 0. (2) The peptide sequence is LSEMKEAFHGLDVKF. The MHC is DRB1_0404 with pseudo-sequence DRB1_0404. The binding affinity (normalized) is 0.387. (3) The peptide sequence is YTDVFSLDPTFTIETT. The MHC is HLA-DQA10401-DQB10402 with pseudo-sequence HLA-DQA10401-DQB10402. The binding affinity (normalized) is 0.209. (4) The peptide sequence is TIPNIMFFSTMKRPS. The MHC is DRB1_1302 with pseudo-sequence DRB1_1302. The binding affinity (normalized) is 0.575. (5) The MHC is DRB4_0103 with pseudo-sequence DRB4_0103. The binding affinity (normalized) is 0.315. The peptide sequence is FLHSEEGSRAYRNAL.